From a dataset of Full USPTO retrosynthesis dataset with 1.9M reactions from patents (1976-2016). Predict the reactants needed to synthesize the given product. (1) The reactants are: [Cl:1][C:2]1[CH:7]=[CH:6][C:5]([OH:8])=[CH:4][C:3]=1[N+:9]([O-:11])=[O:10].[CH2:12](Br)[C:13]1[CH:18]=[CH:17][CH:16]=[CH:15][CH:14]=1.C([O-])([O-])=O.[K+].[K+]. Given the product [CH2:12]([O:8][C:5]1[CH:6]=[CH:7][C:2]([Cl:1])=[C:3]([N+:9]([O-:11])=[O:10])[CH:4]=1)[C:13]1[CH:18]=[CH:17][CH:16]=[CH:15][CH:14]=1, predict the reactants needed to synthesize it. (2) The reactants are: [CH3:1][N:2]([CH3:48])[C:3]([C:5]1[CH:10]=[CH:9][CH:8]=[CH:7][C:6]=1[N:11]1[CH2:16][CH2:15][N:14]([C:17](=[O:47])[C@H:18]([NH:27][C:28]([C@@H:30]2[CH2:39][C:38]3[C:33](=[CH:34][CH:35]=[CH:36][CH:37]=3)[CH2:32][N:31]2C(OC(C)(C)C)=O)=[O:29])[CH2:19][C:20]2[CH:25]=[CH:24][C:23]([Cl:26])=[CH:22][CH:21]=2)[CH2:13][CH2:12]1)=[O:4].Cl. Given the product [CH2:32]1[C:33]2[C:38](=[CH:37][CH:36]=[CH:35][CH:34]=2)[CH2:39][C@@H:30]([C:28]([NH:27][C@H:18]([CH2:19][C:20]2[CH:25]=[CH:24][C:23]([Cl:26])=[CH:22][CH:21]=2)[C:17]([N:14]2[CH2:13][CH2:12][N:11]([C:6]3[CH:7]=[CH:8][CH:9]=[CH:10][C:5]=3[C:3]([N:2]([CH3:1])[CH3:48])=[O:4])[CH2:16][CH2:15]2)=[O:47])=[O:29])[NH:31]1, predict the reactants needed to synthesize it. (3) Given the product [NH2:1][C:2]1[N:7]=[C:6]([N:8]2[C@H:13]([CH3:14])[CH2:12][CH2:11][C@H:10]([C:15]([NH:69][CH2:68][C:65]3[CH:66]=[CH:67][C:62]([O:61][CH3:60])=[CH:63][CH:64]=3)=[O:16])[CH2:9]2)[CH:5]=[C:4]([C:18]2[CH:23]=[CH:22][C:21]([C:24]#[N:25])=[C:20]([F:26])[CH:19]=2)[N:3]=1, predict the reactants needed to synthesize it. The reactants are: [NH2:1][C:2]1[N:7]=[C:6]([N:8]2[C@H:13]([CH3:14])[CH2:12][CH2:11][C@H:10]([C:15](O)=[O:16])[CH2:9]2)[CH:5]=[C:4]([C:18]2[CH:23]=[CH:22][C:21]([C:24]#[N:25])=[C:20]([F:26])[CH:19]=2)[N:3]=1.CN(C(ON1N=NC2C=CC=NC1=2)=[N+](C)C)C.F[P-](F)(F)(F)(F)F.CCN(C(C)C)C(C)C.[CH3:60][O:61][C:62]1[CH:67]=[CH:66][C:65]([CH2:68][NH2:69])=[CH:64][CH:63]=1. (4) Given the product [CH2:30]([O:37][C:38]1[CH:39]=[C:40]2[C:44](=[CH:45][C:46]=1[CH:47]([CH3:49])[CH3:48])[NH:43][CH:42]=[C:41]2[CH3:2])[C:31]1[CH:32]=[CH:33][CH:34]=[CH:35][CH:36]=1, predict the reactants needed to synthesize it. The reactants are: N1C2C(=CC=CC=2)C=[CH:2]1.C[C@]12C3C=C(OC(NC)=O)C=CC=3N(C)[C@H]1N(C)CC2.[CH2:30]([O:37][C:38]1[CH:39]=[C:40]2[C:44](=[CH:45][C:46]=1[CH:47]([CH3:49])[CH3:48])[NH:43][CH:42]=[CH:41]2)[C:31]1[CH:36]=[CH:35][CH:34]=[CH:33][CH:32]=1.C([Mg]Br)C.CI. (5) Given the product [ClH:28].[NH:3]=[C:2]([NH:4][CH2:5][CH2:6][S:7][CH2:8][C@H:9]([C:21]([N:29]1[CH2:33][CH2:32][CH2:31][CH2:30]1)=[O:23])[NH2:10])[NH:1][S:25]([CH3:24])(=[O:27])=[O:26], predict the reactants needed to synthesize it. The reactants are: [NH2:1][C:2]([NH:4][CH2:5][CH2:6][S:7][CH2:8][C@H:9]([C:21]([OH:23])=O)[NH:10]C(OCC1C=CC=CC=1)=O)=[NH:3].[CH3:24][S:25]([Cl:28])(=[O:27])=[O:26].[NH:29]1[CH2:33][CH2:32][CH2:31][CH2:30]1. (6) The reactants are: F[C:2]1[CH:9]=[C:8]([C:10]([F:13])([F:12])[F:11])[CH:7]=[CH:6][C:3]=1[C:4]#[N:5].[F:14][C:15]([F:24])([F:23])[C:16]1[N:21]=[CH:20][C:19]([OH:22])=[CH:18][CH:17]=1.C([O-])([O-])=O.[Cs+].[Cs+]. Given the product [F:11][C:10]([F:13])([F:12])[C:8]1[CH:7]=[CH:6][C:3]([C:4]#[N:5])=[C:2]([O:22][C:19]2[CH:20]=[N:21][C:16]([C:15]([F:24])([F:14])[F:23])=[CH:17][CH:18]=2)[CH:9]=1, predict the reactants needed to synthesize it. (7) Given the product [CH3:31][O:30][C:29]1[C:5]([C:3]([OH:4])=[O:2])=[CH:6][C:7]2[N:11]=[C:10]([NH:12][C:13]3[S:14][C:15]4[CH:21]=[C:20]([O:22][C:23]([F:26])([F:25])[F:24])[CH:19]=[CH:18][C:16]=4[N:17]=3)[N:9]([CH3:27])[C:8]=2[CH:28]=1, predict the reactants needed to synthesize it. The reactants are: C[O:2][C:3]([C:5]1[C:29]([O:30][CH3:31])=[CH:28][C:8]2[N:9]([CH3:27])[C:10]([NH:12][C:13]3[S:14][C:15]4[CH:21]=[C:20]([O:22][C:23]([F:26])([F:25])[F:24])[CH:19]=[CH:18][C:16]=4[N:17]=3)=[N:11][C:7]=2[CH:6]=1)=[O:4].[OH-].[Li+].